Dataset: Reaction yield outcomes from USPTO patents with 853,638 reactions. Task: Predict the reaction yield, written as a fraction of the theoretical maximum amount of product (1.0 means a 100% yield; for example, 0.34 means a 34% yield). (1) The reactants are [Br:1][C:2]1[CH:3]=[C:4]([NH:10][C:11]2[CH:16]=[CH:15][C:14]([N:17]3[CH2:22][CH2:21][NH:20][CH2:19][C:18]3([CH3:24])[CH3:23])=[CH:13][N:12]=2)[C:5](=[O:9])[N:6]([CH3:8])[CH:7]=1.[O:25]1[CH2:28][C:27](=O)[CH2:26]1.[BH3-]C#N.[Na+]. The catalyst is CO.[Cl-].[Zn+2].[Cl-]. The product is [Br:1][C:2]1[CH:3]=[C:4]([NH:10][C:11]2[CH:16]=[CH:15][C:14]([N:17]3[CH2:22][CH2:21][N:20]([CH:27]4[CH2:28][O:25][CH2:26]4)[CH2:19][C:18]3([CH3:24])[CH3:23])=[CH:13][N:12]=2)[C:5](=[O:9])[N:6]([CH3:8])[CH:7]=1. The yield is 0.780. (2) The catalyst is O1CCCC1. The reactants are [Br:1][C:2]1[CH:13]=[CH:12][C:5]([C:6](N(OC)C)=[O:7])=[CH:4][C:3]=1[CH3:14]. The yield is 0.800. The product is [Br:1][C:2]1[CH:13]=[CH:12][C:5]([C:6](=[O:7])[CH2:12][CH2:13][CH2:2][CH:3]([CH3:14])[CH3:4])=[CH:4][C:3]=1[CH3:14]. (3) The reactants are C[N:2](C)[CH:3]=[CH:4][C:5]([C:7]1[C:12](=[O:13])[CH:11]=[CH:10][N:9]([C:14]2[CH:19]=[CH:18][C:17]([O:20][CH3:21])=[CH:16][CH:15]=2)[N:8]=1)=O.[C:23]1([NH:29]N)[CH:28]=[CH:27][CH:26]=[CH:25][CH:24]=1. The catalyst is CO. The product is [CH3:21][O:20][C:17]1[CH:18]=[CH:19][C:14]([N:9]2[CH:10]=[CH:11][C:12](=[O:13])[C:7]([C:5]3[N:29]([C:23]4[CH:28]=[CH:27][CH:26]=[CH:25][CH:24]=4)[N:2]=[CH:3][CH:4]=3)=[N:8]2)=[CH:15][CH:16]=1. The yield is 0.170.